From a dataset of NCI-60 drug combinations with 297,098 pairs across 59 cell lines. Regression. Given two drug SMILES strings and cell line genomic features, predict the synergy score measuring deviation from expected non-interaction effect. (1) Drug 1: CCC1(C2=C(COC1=O)C(=O)N3CC4=CC5=C(C=CC(=C5CN(C)C)O)N=C4C3=C2)O. Drug 2: CN1C=C(C=N1)C2=C3N=C(C(=C(N3N=C2)N)Br)C4CCCNC4. Cell line: HCT116. Synergy scores: CSS=58.1, Synergy_ZIP=5.72, Synergy_Bliss=4.49, Synergy_Loewe=3.11, Synergy_HSA=6.91. (2) Drug 1: COC1=CC(=CC(=C1O)OC)C2C3C(COC3=O)C(C4=CC5=C(C=C24)OCO5)OC6C(C(C7C(O6)COC(O7)C8=CC=CS8)O)O. Drug 2: CC1=C(N=C(N=C1N)C(CC(=O)N)NCC(C(=O)N)N)C(=O)NC(C(C2=CN=CN2)OC3C(C(C(C(O3)CO)O)O)OC4C(C(C(C(O4)CO)O)OC(=O)N)O)C(=O)NC(C)C(C(C)C(=O)NC(C(C)O)C(=O)NCCC5=NC(=CS5)C6=NC(=CS6)C(=O)NCCC[S+](C)C)O. Cell line: 786-0. Synergy scores: CSS=50.4, Synergy_ZIP=0.841, Synergy_Bliss=3.59, Synergy_Loewe=4.50, Synergy_HSA=7.01. (3) Drug 2: CN1C(=O)N2C=NC(=C2N=N1)C(=O)N. Cell line: SF-539. Drug 1: CC1C(C(CC(O1)OC2CC(CC3=C2C(=C4C(=C3O)C(=O)C5=C(C4=O)C(=CC=C5)OC)O)(C(=O)C)O)N)O.Cl. Synergy scores: CSS=27.3, Synergy_ZIP=-2.77, Synergy_Bliss=1.04, Synergy_Loewe=-22.4, Synergy_HSA=0.820. (4) Cell line: 786-0. Drug 1: C1=C(C(=O)NC(=O)N1)F. Drug 2: CCCCC(=O)OCC(=O)C1(CC(C2=C(C1)C(=C3C(=C2O)C(=O)C4=C(C3=O)C=CC=C4OC)O)OC5CC(C(C(O5)C)O)NC(=O)C(F)(F)F)O. Synergy scores: CSS=27.7, Synergy_ZIP=2.25, Synergy_Bliss=1.40, Synergy_Loewe=3.59, Synergy_HSA=3.61. (5) Drug 1: CC1OCC2C(O1)C(C(C(O2)OC3C4COC(=O)C4C(C5=CC6=C(C=C35)OCO6)C7=CC(=C(C(=C7)OC)O)OC)O)O. Drug 2: C(=O)(N)NO. Cell line: IGROV1. Synergy scores: CSS=24.5, Synergy_ZIP=-5.29, Synergy_Bliss=-3.18, Synergy_Loewe=-11.9, Synergy_HSA=-0.937. (6) Drug 2: C1CN1P(=S)(N2CC2)N3CC3. Drug 1: C1=NC2=C(N1)C(=S)N=C(N2)N. Cell line: HOP-62. Synergy scores: CSS=37.3, Synergy_ZIP=-7.37, Synergy_Bliss=-4.02, Synergy_Loewe=-0.732, Synergy_HSA=0.394. (7) Drug 1: COC1=CC(=CC(=C1O)OC)C2C3C(COC3=O)C(C4=CC5=C(C=C24)OCO5)OC6C(C(C7C(O6)COC(O7)C8=CC=CS8)O)O. Drug 2: C1=CN(C=N1)CC(O)(P(=O)(O)O)P(=O)(O)O. Cell line: T-47D. Synergy scores: CSS=0.323, Synergy_ZIP=-10.3, Synergy_Bliss=-21.2, Synergy_Loewe=-51.1, Synergy_HSA=-19.8.